This data is from Reaction yield outcomes from USPTO patents with 853,638 reactions. The task is: Predict the reaction yield, written as a fraction of the theoretical maximum amount of product (1.0 means a 100% yield; for example, 0.34 means a 34% yield). (1) The reactants are [OH:1][C:2]1[CH:11]=[CH:10][C:5]([C:6]([O:8]C)=[O:7])=[CH:4][CH:3]=1.[CH:12]1([CH2:15][CH2:16]O)[CH2:14][CH2:13]1.C1(P(C2C=CC=CC=2)C2C=CC=CC=2)C=CC=CC=1.N(C(OCC)=O)=NC(OCC)=O.[OH-].[Li+].Cl. The catalyst is C1COCC1.C(O)C.O. The product is [CH:12]1([CH2:15][CH2:16][O:1][C:2]2[CH:11]=[CH:10][C:5]([C:6]([OH:8])=[O:7])=[CH:4][CH:3]=2)[CH2:14][CH2:13]1. The yield is 0.780. (2) The reactants are [CH3:1][C:2]([CH3:59])([CH2:10][C:11]([O:13][C@H:14]1[CH2:31][CH2:30][C@@:29]2([CH3:32])[C@@H:16]([CH2:17][CH2:18][C@:19]3([CH3:56])[C@@H:28]2[CH2:27][CH2:26][C@H:25]2[C@@:20]3([CH3:55])[CH2:21][CH2:22][C@@:23]3(/[CH:40]=[CH:41]/[C:42]([NH:44][C:45]4([C:48]5[CH:53]=[CH:52][CH:51]=[CH:50][C:49]=5[Cl:54])[CH2:47][CH2:46]4)=[O:43])[CH2:35][C:34](=[O:36])[C:33]([CH:37]([CH3:39])[CH3:38])=[C:24]32)[C:15]1([CH3:58])[CH3:57])=[O:12])[C:3]([O:5]C(C)(C)C)=[O:4].[C:60]([OH:66])([C:62]([F:65])([F:64])[F:63])=[O:61].CC#N. The catalyst is ClCCl. The product is [C:60]([OH:66])([C:62]([F:65])([F:64])[F:63])=[O:61].[OH2:4].[Cl:54][C:49]1[CH:50]=[CH:51][CH:52]=[CH:53][C:48]=1[C:45]1([NH:44][C:42](=[O:43])/[CH:41]=[CH:40]/[C@:23]23[CH2:35][C:34](=[O:36])[C:33]([CH:37]([CH3:38])[CH3:39])=[C:24]2[C@@H:25]2[C@@:20]([CH3:55])([CH2:21][CH2:22]3)[C@@:19]3([CH3:56])[C@@H:28]([C@:29]4([CH3:32])[C@@H:16]([CH2:17][CH2:18]3)[C:15]([CH3:58])([CH3:57])[C@@H:14]([O:13][C:11](=[O:12])[CH2:10][C:2]([CH3:1])([CH3:59])[C:3]([OH:5])=[O:4])[CH2:31][CH2:30]4)[CH2:27][CH2:26]2)[CH2:47][CH2:46]1. The yield is 0.000500. (3) The reactants are [C:1]([C:5]1[O:9][N:8]=[C:7]([C:10]2[CH:15]=[C:14](Cl)[C:13]([CH:17]3[CH2:19][CH2:18]3)=[CH:12][N:11]=2)[N:6]=1)([CH3:4])([CH3:3])[CH3:2].[F:20][C:21]([F:26])([F:25])[C@@H:22]([OH:24])[CH3:23].[H-].[Na+]. The catalyst is CN(C=O)C. The product is [C:1]([C:5]1[O:9][N:8]=[C:7]([C:10]2[CH:15]=[C:14]([O:24][C@@H:22]([CH3:23])[C:21]([F:26])([F:25])[F:20])[C:13]([CH:17]3[CH2:19][CH2:18]3)=[CH:12][N:11]=2)[N:6]=1)([CH3:4])([CH3:3])[CH3:2]. The yield is 0.690. (4) The yield is 0.350. The catalyst is CN(C=O)C.C(O)(=O)C. The product is [F:1][C:2]([F:21])([C:14]1[CH:19]=[CH:18][C:17]([F:20])=[CH:16][N:15]=1)[C:3]1[N:12]=[C:11]([NH:33][C:30]2[CH:29]=[C:28]([CH3:27])[NH:32][N:31]=2)[C:10]2[C:5](=[CH:6][CH:7]=[CH:8][CH:9]=2)[N:4]=1. The reactants are [F:1][C:2]([F:21])([C:14]1[CH:19]=[CH:18][C:17]([F:20])=[CH:16][N:15]=1)[C:3]1[N:12]=[C:11](O)[C:10]2[C:5](=[CH:6][CH:7]=[CH:8][CH:9]=2)[N:4]=1.P(Cl)(Cl)(Cl)=O.[CH3:27][C:28]1[NH:32][N:31]=[C:30]([NH2:33])[CH:29]=1.CCN(C(C)C)C(C)C.[I-].[K+]. (5) The catalyst is CS(C)=O.O. The product is [NH2:1][C:2]1[CH:7]=[CH:6][C:5]([O:8][C:17]2[CH:22]=[CH:21][N:20]=[C:19]([C:23]([NH2:25])=[O:24])[CH:18]=2)=[C:4]([F:9])[CH:3]=1. The yield is 0.830. The reactants are [NH2:1][C:2]1[CH:7]=[CH:6][C:5]([OH:8])=[C:4]([F:9])[CH:3]=1.CC(C)([O-])C.[K+].Cl[C:17]1[CH:22]=[CH:21][N:20]=[C:19]([C:23]([NH2:25])=[O:24])[CH:18]=1.[OH-].[Na+]. (6) The reactants are [CH:1]1([NH:7][C:8]([CH2:10][CH2:11][CH2:12][CH2:13]C(O)=O)=[O:9])[CH2:6][CH2:5][CH2:4][CH2:3][CH2:2]1.C([N:19]([CH2:22]C)CC)C.C(Cl)CCl.N[C@@H:29]([CH2:38][N:39]1[CH2:44][CH2:43][O:42][CH2:41][CH2:40]1)[C@H:30]([C:32]1[CH:37]=[CH:36][CH:35]=[CH:34][CH:33]=1)[OH:31].C[OH:46]. The catalyst is C(Cl)Cl. The product is [CH2:3]1[CH2:2][CH:1]([NH:7][C:8]([C@H:10]([CH2:11][CH2:12][CH3:13])[C:22]([NH:19][C@:30]([C:32]2[CH:33]=[CH:34][CH:35]=[CH:36][CH:37]=2)([OH:31])[CH2:29][CH2:38][N:39]2[CH2:40][CH2:41][O:42][CH2:43][CH2:44]2)=[O:46])=[O:9])[CH2:6][CH2:5][CH2:4]1. The yield is 0.680.